From a dataset of M1 muscarinic receptor antagonist screen with 61,756 compounds. Binary Classification. Given a drug SMILES string, predict its activity (active/inactive) in a high-throughput screening assay against a specified biological target. (1) The molecule is O=C1N(C(=O)CC1N1CCC(CC1)c1[nH]c2c(n1)cccc2)c1cc(OC)ccc1. The result is 0 (inactive). (2) The drug is O=C1C=2C(C(=C(NC2CCC1)C)C(=O)Nc1c(OC)cccc1)c1cc2OCOc2cc1. The result is 0 (inactive). (3) The molecule is S(=O)(=O)(c1cc(NC(=O)c2cccnc2)c(cc1)C)C(F)(F)F. The result is 0 (inactive).